This data is from Full USPTO retrosynthesis dataset with 1.9M reactions from patents (1976-2016). The task is: Predict the reactants needed to synthesize the given product. (1) Given the product [ClH:1].[NH2:29][CH2:28][CH2:27][N:23]1[CH2:24][CH2:25][CH2:26][CH:20]([N:11]2[N:10]=[C:9]([CH2:8][C:5]3[CH:6]=[CH:7][C:2]([Cl:1])=[CH:3][CH:4]=3)[C:18]3[C:13](=[CH:14][CH:15]=[CH:16][CH:17]=3)[C:12]2=[O:19])[CH2:21][CH2:22]1, predict the reactants needed to synthesize it. The reactants are: [Cl:1][C:2]1[CH:7]=[CH:6][C:5]([CH2:8][C:9]2[C:18]3[C:13](=[CH:14][CH:15]=[CH:16][CH:17]=3)[C:12](=[O:19])[N:11]([CH:20]3[CH2:26][CH2:25][CH2:24][N:23]([CH2:27][CH2:28][NH:29]C(=O)OC(C)(C)C)[CH2:22][CH2:21]3)[N:10]=2)=[CH:4][CH:3]=1.Cl. (2) Given the product [Cl:40][C:36]1[C:37]([I:39])=[CH:38][C:24]2[N:23]=[C:22]([O:21][C@@H:18]3[CH2:19][O:20][C@H:15]([CH2:14][OH:13])[C@H:16]3[OH:17])[NH:26][C:25]=2[CH:35]=1, predict the reactants needed to synthesize it. The reactants are: FC(F)(F)C(O)=O.C([Si]1(C(C)(C)C)[O:17][C@H:16]2[C@H:18]([O:21][C:22]3[N:26](COCC[Si](C)(C)C)[C:25]4[CH:35]=[C:36]([Cl:40])[C:37]([I:39])=[CH:38][C:24]=4[N:23]=3)[CH2:19][O:20][C@@H:15]2[CH2:14][O:13]1)(C)(C)C.[F-].C([N+](CCCC)(CCCC)CCCC)CCC.